This data is from Full USPTO retrosynthesis dataset with 1.9M reactions from patents (1976-2016). The task is: Predict the reactants needed to synthesize the given product. (1) Given the product [CH2:58]([O:61][C:57](=[O:53])[CH2:56][CH:55]1[S:40][C:28]([C:16]2[NH:17][C:18]3[C:14]([CH:15]=2)=[CH:13][C:12]([O:11][C:8]2[CH:7]=[CH:6][C:5]([S:2]([CH3:1])(=[O:3])=[O:4])=[CH:10][N:9]=2)=[CH:20][C:19]=3[O:21][CH:22]2[CH2:27][CH2:26][O:25][CH2:24][CH2:23]2)=[N:30][CH2:54]1)[CH3:59], predict the reactants needed to synthesize it. The reactants are: [CH3:1][S:2]([C:5]1[CH:6]=[CH:7][C:8]([O:11][C:12]2[CH:13]=[C:14]3[C:18](=[C:19]([O:21][CH:22]4[CH2:27][CH2:26][O:25][CH2:24][CH2:23]4)[CH:20]=2)[NH:17][C:16]([C:28]([NH2:30])=O)=[CH:15]3)=[N:9][CH:10]=1)(=[O:4])=[O:3].COC1C=CC(P2(SP(C3C=CC(OC)=CC=3)(=S)S2)=[S:40])=CC=1.[O:53]1[CH2:57][CH2:56][CH2:55][CH2:54]1.[C:58]([O:61]CC)(=O)[CH3:59]. (2) The reactants are: [C:1](=O)([O-])[O-].[K+].[K+].IC.[Br:9][C:10]1[C:11]([C:19]([OH:21])=[O:20])=[N:12][N:13]([C:15]([CH3:18])([CH3:17])[CH3:16])[CH:14]=1.C(O)(=O)CC(CC(O)=O)(C(O)=O)O. Given the product [Br:9][C:10]1[C:11]([C:19]([O:21][CH3:1])=[O:20])=[N:12][N:13]([C:15]([CH3:16])([CH3:17])[CH3:18])[CH:14]=1, predict the reactants needed to synthesize it.